Dataset: Full USPTO retrosynthesis dataset with 1.9M reactions from patents (1976-2016). Task: Predict the reactants needed to synthesize the given product. (1) Given the product [CH3:12][O:13][C:14]([C:15]1[C:4]([C:3]2[CH:8]=[CH:9][CH:10]=[CH:11][C:2]=2[F:1])=[N:5][O:6][C:16]=1[CH3:18])=[O:19], predict the reactants needed to synthesize it. The reactants are: [F:1][C:2]1[CH:11]=[CH:10][CH:9]=[CH:8][C:3]=1[C:4](Cl)=[N:5][OH:6].[CH3:12][O:13][C:14](=[O:19])[CH2:15][C:16]([CH3:18])=O.C[O-].[Na+]. (2) Given the product [Cl:1][C:2]1[CH:3]=[C:4]([S:8]([C:11]2[CH:16]=[CH:15][C:14]3[C:17]4[CH2:22][CH2:21][N:20]([C:24](=[O:26])[CH3:25])[CH2:19][C:18]=4[O:23][C:13]=3[CH:12]=2)(=[O:9])=[O:10])[CH:5]=[CH:6][CH:7]=1, predict the reactants needed to synthesize it. The reactants are: [Cl:1][C:2]1[CH:3]=[C:4]([S:8]([C:11]2[CH:16]=[CH:15][C:14]3[C:17]4[CH2:22][CH2:21][NH:20][CH2:19][C:18]=4[O:23][C:13]=3[CH:12]=2)(=[O:10])=[O:9])[CH:5]=[CH:6][CH:7]=1.[C:24](OC(=O)C)(=[O:26])[CH3:25]. (3) Given the product [Si:17]([O:1][CH:2]1[O:7][CH2:6][C:5](=[O:8])[CH:4]=[CH:3]1)([C:20]([CH3:23])([CH3:22])[CH3:21])([CH3:19])[CH3:18], predict the reactants needed to synthesize it. The reactants are: [OH:1][CH:2]1[O:7][CH2:6][C:5](=[O:8])[CH:4]=[CH:3]1.N1C(C)=CC=CC=1C.[Si:17](OS(C(F)(F)F)(=O)=O)([C:20]([CH3:23])([CH3:22])[CH3:21])([CH3:19])[CH3:18]. (4) Given the product [C:12]([O:16][C:17]([N:19]1[CH2:22][CH:21]([O:23][C:4]2[CH:3]=[C:2]([Cl:1])[CH:9]=[C:8]([F:10])[C:5]=2[CH:6]=[O:7])[CH2:20]1)=[O:18])([CH3:15])([CH3:13])[CH3:14], predict the reactants needed to synthesize it. The reactants are: [Cl:1][C:2]1[CH:9]=[C:8]([F:10])[C:5]([CH:6]=[O:7])=[C:4](F)[CH:3]=1.[C:12]([O:16][C:17]([N:19]1[CH2:22][CH:21]([OH:23])[CH2:20]1)=[O:18])([CH3:15])([CH3:14])[CH3:13].[H-].[Na+].O. (5) Given the product [CH3:24][N:2]([CH3:1])[C:3]1[CH:4]=[CH:5][C:6]([CH2:7][CH:8]2[C:17]3[C:12](=[CH:13][C:14]([O:20][CH3:21])=[C:15]([O:18][CH3:19])[CH:16]=3)[CH2:11][CH2:10][N:9]2[CH2:26][C:27]([NH:40][CH:30]2[C:39]3[C:34](=[CH:35][CH:36]=[CH:37][CH:38]=3)[CH2:33][CH2:32][CH2:31]2)=[O:28])=[CH:22][CH:23]=1, predict the reactants needed to synthesize it. The reactants are: [CH3:1][N:2]([CH3:24])[C:3]1[CH:23]=[CH:22][C:6]([CH2:7][CH:8]2[C:17]3[C:12](=[CH:13][C:14]([O:20][CH3:21])=[C:15]([O:18][CH3:19])[CH:16]=3)[CH2:11][CH2:10][NH:9]2)=[CH:5][CH:4]=1.Br[CH2:26][C:27](Br)=[O:28].[CH:30]1([NH2:40])[C:39]2[C:34](=[CH:35][CH:36]=[CH:37][CH:38]=2)[CH2:33][CH2:32][CH2:31]1. (6) Given the product [N:1]1[CH:2]=[CH:3][N:4]2[C:9]=1[CH:8]=[CH:7][C:6]([O:10][C:11]1[CH:17]=[CH:16][C:14]([NH:15][C:18](=[O:25])[C:19]3[CH:24]=[CH:23][CH:22]=[CH:21][CH:20]=3)=[CH:13][CH:12]=1)=[N:5]2, predict the reactants needed to synthesize it. The reactants are: [N:1]1[CH:2]=[CH:3][N:4]2[C:9]=1[CH:8]=[CH:7][C:6]([O:10][C:11]1[CH:17]=[CH:16][C:14]([NH2:15])=[CH:13][CH:12]=1)=[N:5]2.[C:18](Cl)(=[O:25])[C:19]1[CH:24]=[CH:23][CH:22]=[CH:21][CH:20]=1. (7) Given the product [CH3:8][C:6]1([CH3:7])[C:2]([CH3:19])([CH3:1])[O:3][B:4]([C:9]2[CH:14]=[CH:13][C:12]([C:15]3([NH:18][C:29]([C:27]4[O:28][C:24]([C:20]([CH3:23])([CH3:22])[CH3:21])=[N:25][N:26]=4)=[O:30])[CH2:17][CH2:16]3)=[CH:11][CH:10]=2)[O:5]1, predict the reactants needed to synthesize it. The reactants are: [CH3:1][C:2]1([CH3:19])[C:6]([CH3:8])([CH3:7])[O:5][B:4]([C:9]2[CH:14]=[CH:13][C:12]([C:15]3([NH2:18])[CH2:17][CH2:16]3)=[CH:11][CH:10]=2)[O:3]1.[C:20]([C:24]1[O:28][C:27]([C:29](O)=[O:30])=[N:26][N:25]=1)([CH3:23])([CH3:22])[CH3:21].CCCP(=O)=O.CCN(C(C)C)C(C)C.